From a dataset of Reaction yield outcomes from USPTO patents with 853,638 reactions. Predict the reaction yield, written as a fraction of the theoretical maximum amount of product (1.0 means a 100% yield; for example, 0.34 means a 34% yield). (1) The reactants are Br[CH:2]([C:14]1[CH:19]=[CH:18][C:17]([F:20])=[CH:16][CH:15]=1)[C:3]([C:5]1[C:13]2[C:8](=[CH:9][CH:10]=[CH:11][CH:12]=2)[NH:7][CH:6]=1)=[O:4].[C:21]([O:25][CH2:26][CH2:27][O:28][C:29]1[CH:30]=[C:31]([CH:33]=[C:34]([O:36][CH3:37])[CH:35]=1)[NH2:32])([CH3:24])([CH3:23])[CH3:22].C(N(CC)CC)C. The catalyst is C(#N)C. The product is [C:21]([O:25][CH2:26][CH2:27][O:28][C:29]1[CH:30]=[C:31]([NH:32][CH:2]([C:14]2[CH:19]=[CH:18][C:17]([F:20])=[CH:16][CH:15]=2)[C:3]([C:5]2[C:13]3[C:8](=[CH:9][CH:10]=[CH:11][CH:12]=3)[NH:7][CH:6]=2)=[O:4])[CH:33]=[C:34]([O:36][CH3:37])[CH:35]=1)([CH3:24])([CH3:23])[CH3:22]. The yield is 0.520. (2) The reactants are [CH3:1][C@:2]12[CH2:19][CH2:18][C@H:17]3[C@@H:7]([CH2:8][CH2:9][C:10]4[C@:15]3([CH3:16])[CH2:14][CH2:13][C:12](=[O:20])[CH:11]=4)[C@@H:6]1[CH2:5][CH:4]=[CH:3]2.[CH3:21]OC(OC)(C)C.CO.C(=O)(O)[O-].[Na+]. The catalyst is CN(C=O)C.O.C1(C)C=CC(S(O)(=O)=O)=CC=1. The product is [CH3:21][O:20][C:12]1[CH2:13][CH2:14][C@@:15]2([CH3:16])[C:10](=[CH:9][CH2:8][C@@H:7]3[C@@H:17]2[CH2:18][CH2:19][C@@:2]2([CH3:1])[C@H:6]3[CH2:5][CH:4]=[CH:3]2)[CH:11]=1. The yield is 0.440. (3) The reactants are C(OC([N:8]1[CH2:13][CH2:12][O:11][CH:10]([C:14]2[CH:19]=[CH:18][C:17]([NH:20][C:21]([C:23]3[CH:28]=[CH:27][C:26]([C:29]([F:32])([F:31])[F:30])=[CH:25][N:24]=3)=[O:22])=[CH:16][CH:15]=2)[CH2:9]1)=O)(C)(C)C.[ClH:33]. The catalyst is C1COCC1.O1CCOCC1. The product is [ClH:33].[NH:8]1[CH2:13][CH2:12][O:11][CH:10]([C:14]2[CH:19]=[CH:18][C:17]([NH:20][C:21]([C:23]3[CH:28]=[CH:27][C:26]([C:29]([F:32])([F:30])[F:31])=[CH:25][N:24]=3)=[O:22])=[CH:16][CH:15]=2)[CH2:9]1. The yield is 0.850.